From a dataset of Full USPTO retrosynthesis dataset with 1.9M reactions from patents (1976-2016). Predict the reactants needed to synthesize the given product. Given the product [F:8][C:9]1[CH:19]=[CH:18][C:12]([C:13]([O:15][CH2:16][CH3:17])=[O:14])=[CH:11][C:10]=1[O:20][C:21]1[CH:22]=[CH:23][N:24]=[C:25]([NH:7][C:4]2[S:5][CH:6]=[C:2]([CH3:1])[N:3]=2)[CH:26]=1, predict the reactants needed to synthesize it. The reactants are: [CH3:1][C:2]1[N:3]=[C:4]([NH2:7])[S:5][CH:6]=1.[F:8][C:9]1[CH:19]=[CH:18][C:12]([C:13]([O:15][CH2:16][CH3:17])=[O:14])=[CH:11][C:10]=1[O:20][C:21]1[CH:26]=[CH:25][N:24]=[C:23](Cl)[CH:22]=1.P([O-])([O-])([O-])=O.[K+].[K+].[K+].